Predict the reactants needed to synthesize the given product. From a dataset of Full USPTO retrosynthesis dataset with 1.9M reactions from patents (1976-2016). (1) Given the product [CH2:8]([O:7][CH2:4][CH2:5][CH2:20][CH2:21][CH2:22][CH2:23][CH2:24][CH2:25][CH2:26][CH3:27])[CH2:9][CH2:10][CH2:11][CH2:12][CH2:13][CH2:14][CH2:15][CH2:16][CH3:17], predict the reactants needed to synthesize it. The reactants are: C=CO.[C:4]([O:7][CH2:8][CH2:9][CH2:10][CH2:11][CH2:12][CH2:13][CH2:14]/[CH:15]=[CH:16]\[CH2:17]CC)(=O)[CH3:5].[CH2:20](O)[CH2:21][CH2:22][CH2:23][CH2:24][CH2:25][CH2:26]/[CH:27]=C/C=C/C.C(OCCCC/C=C/CCCCCC)(=O)C. (2) The reactants are: [C:1]([O:6][CH3:7])(=[O:5])/[CH:2]=[CH:3]/[CH3:4].[C:8]([O:15][CH3:16])(=[O:14])[CH2:9][C:10]([O:12][CH3:13])=[O:11].C[O-].[Na+]. Given the product [CH3:4][CH:3]([CH2:2][C:1]([O:6][CH3:7])=[O:5])[CH:9]([C:8]([O:15][CH3:16])=[O:14])[C:10]([O:12][CH3:13])=[O:11], predict the reactants needed to synthesize it. (3) The reactants are: [CH:1]([C:3]1[C:12]2[C:6]([CH:7]=[CH:8][CH:9]=[CH:10][CH:11]=2)=[CH:5][CH:4]=1)=O.[CH2:13]([N:20]1[C:28]2[C:23](=[CH:24][CH:25]=[CH:26][CH:27]=2)[CH2:22][C:21]1=[O:29])[C:14]1[CH:19]=[CH:18][CH:17]=[CH:16][CH:15]=1.N1CCCC1. Given the product [C:3]1([CH:1]=[C:22]2[C:23]3[C:28](=[CH:27][CH:26]=[CH:25][CH:24]=3)[N:20]([CH2:13][C:14]3[CH:19]=[CH:18][CH:17]=[CH:16][CH:15]=3)[C:21]2=[O:29])[C:12]2[C:6]([CH:7]=[CH:8][CH:9]=[CH:10][CH:11]=2)=[CH:5][CH:4]=1, predict the reactants needed to synthesize it.